Dataset: Blood-brain barrier permeability classification from the B3DB database. Task: Regression/Classification. Given a drug SMILES string, predict its absorption, distribution, metabolism, or excretion properties. Task type varies by dataset: regression for continuous measurements (e.g., permeability, clearance, half-life) or binary classification for categorical outcomes (e.g., BBB penetration, CYP inhibition). Dataset: b3db_classification. (1) The drug is CO/N=C(/C(=O)N[C@@H]1C(=O)N2C(C(=O)O)=C(CSc3nc(C)c(CC(=O)O)s3)CS[C@H]12)c1csc(N)n1. The result is 0 (does not penetrate BBB). (2) The result is 1 (penetrates BBB). The compound is COC(=O)C[C@@H](c1cccc(Br)c1)c1oc(CN2C[C@@H]3C[C@H](C2)c2cccc(=O)n2C3)cc(=O)c1O. (3) The drug is NC(=O)OC[C@@H]1[C@H](NC(=O)C(=NOCC(=O)O)c2csc(N)n2)C(=O)N1S(=O)(=O)O. The result is 0 (does not penetrate BBB). (4) The drug is CC1(C)NC(=O)C(/C=C/c2ccccc2)O1. The result is 1 (penetrates BBB). (5) The molecule is CC(C)c1c(C(=O)Nc2ccccc2)c(-c2ccccc2)c(-c2ccc(F)cc2)n1CCC(O)CC(O)CC(=O)O. The result is 0 (does not penetrate BBB).